This data is from Retrosynthesis with 50K atom-mapped reactions and 10 reaction types from USPTO. The task is: Predict the reactants needed to synthesize the given product. (1) Given the product C[C@@H](CN1C(=O)c2ccccc2C1=O)c1ccc([N+](=O)[O-])cc1, predict the reactants needed to synthesize it. The reactants are: C[C@@H](CO)c1ccc([N+](=O)[O-])cc1.O=C1NC(=O)c2ccccc21. (2) Given the product COc1cc(Cc2cnc(N)nc2N)cc(-c2cccc(NCCC(=O)O)c2)c1OC, predict the reactants needed to synthesize it. The reactants are: COC(=O)CCNc1cccc(-c2cc(Cc3cnc(N)nc3N)cc(OC)c2OC)c1. (3) Given the product O=C(c1ccc(OCCCBr)cc1)C1CC1, predict the reactants needed to synthesize it. The reactants are: BrCCCBr.O=C(c1ccc(O)cc1)C1CC1. (4) Given the product CC(C)(C)OC(=O)N1CC=C(c2nn(-c3ccc([N+](=O)[O-])cc3)c3c(N)ncnc23)CC1, predict the reactants needed to synthesize it. The reactants are: COc1cc(-n2nc(C3=CCN(C(=O)OC(C)(C)C)CC3)c3ncnc(N)c32)ccc1[N+](=O)[O-]. (5) Given the product COc1cccc(N(Cc2cncc(-c3cc(OC)c(OC)c(OC)c3)c2)C2CCN(C(=O)OC(C)(C)C)CC2)c1, predict the reactants needed to synthesize it. The reactants are: COc1cc(-c2cncc(CCl)c2)cc(OC)c1OC.COc1cccc(NC2CCN(C(=O)OC(C)(C)C)CC2)c1. (6) The reactants are: O=C(Cl)c1ccno1.O=C(N[C@H]1C[C@@H](n2cnc3c(NCC(c4ccccc4)c4ccccc4)nc(Cl)nc32)[C@H](O)[C@@H]1O)C1CCC1. Given the product O=C(N[C@H]1C[C@@H](n2cnc3c(NCC(c4ccccc4)c4ccccc4)nc(Cl)nc32)[C@H](O)[C@@H]1O)c1ccno1, predict the reactants needed to synthesize it. (7) Given the product CC(C)Nc1cc(-n2ncc3cc(C#N)cnc32)ncc1C(=O)NC[C@@H](F)C(C)(C)O, predict the reactants needed to synthesize it. The reactants are: CC(C)(O)[C@H](F)CN.CC(C)Nc1cc(-n2ncc3cc(C#N)cnc32)ncc1C(=O)O. (8) Given the product CCCOc1ccc(-c2nnn[nH]2)cc1C1=NC(=O)C2=NN=NC2=N1, predict the reactants needed to synthesize it. The reactants are: CCCOc1ccc(C#N)cc1C1=NC(=O)C2=NN=NC2=N1.[N-]=[N+]=[N-]. (9) Given the product CCCCC(CC)COC(=O)CCSc1cc(OCc2ccccc2)ccc1NC(=O)c1ccc(OC[C@H](C)NC(C)=O)cc1, predict the reactants needed to synthesize it. The reactants are: CC(=O)N[C@@H](C)COc1ccc(C(=O)O)cc1.CCCCC(CC)COC(=O)CCSc1cc(OCc2ccccc2)ccc1N.